From a dataset of Full USPTO retrosynthesis dataset with 1.9M reactions from patents (1976-2016). Predict the reactants needed to synthesize the given product. (1) Given the product [F:42][C:2]([F:1])([F:41])[C:3]1[CH:4]=[C:5]([C@H:13]([N:15]([CH3:40])[C:16]([N:18]2[CH2:31][CH2:30][C@:21]3([NH:25][C@H:24]([CH2:26][OH:27])[CH2:23][CH2:22]3)[CH2:20][C@@H:19]2[C:32]2[CH:37]=[CH:36][C:35]([F:38])=[CH:34][C:33]=2[CH3:39])=[O:17])[CH3:14])[CH:6]=[C:7]([C:9]([F:12])([F:10])[F:11])[CH:8]=1, predict the reactants needed to synthesize it. The reactants are: [F:1][C:2]([F:42])([F:41])[C:3]1[CH:4]=[C:5]([C@H:13]([N:15]([CH3:40])[C:16]([N:18]2[CH2:31][CH2:30][C@:21]3([NH:25][C@H:24]([C:26](OC)=[O:27])[CH2:23][CH2:22]3)[CH2:20][C@@H:19]2[C:32]2[CH:37]=[CH:36][C:35]([F:38])=[CH:34][C:33]=2[CH3:39])=[O:17])[CH3:14])[CH:6]=[C:7]([C:9]([F:12])([F:11])[F:10])[CH:8]=1.[BH4-].[Li+]. (2) Given the product [CH2:1]([C:8]1[CH:17]=[C:16]2[C:11]([C:12]([OH:31])=[C:13]([C:26]([NH:35][CH:32]3[CH2:34][CH2:33]3)=[O:28])[C:14](=[O:25])[N:15]2[CH2:18][C:19]2[N:20]([CH3:24])[CH:21]=[CH:22][N:23]=2)=[N:10][CH:9]=1)[C:2]1[CH:7]=[CH:6][CH:5]=[CH:4][CH:3]=1, predict the reactants needed to synthesize it. The reactants are: [CH2:1]([C:8]1[CH:17]=[C:16]2[C:11]([C:12]([OH:31])=[C:13]([C:26]([O:28]CC)=O)[C:14](=[O:25])[N:15]2[CH2:18][C:19]2[N:20]([CH3:24])[CH:21]=[CH:22][N:23]=2)=[N:10][CH:9]=1)[C:2]1[CH:7]=[CH:6][CH:5]=[CH:4][CH:3]=1.[CH:32]1([NH2:35])[CH2:34][CH2:33]1. (3) Given the product [F:20][C:9]1[CH:10]=[C:11]([O:13][CH:14]2[CH2:19][CH2:18][CH2:17][CH2:16][O:15]2)[CH:12]=[C:7]([B:30]2[O:34][C:33]([CH3:36])([CH3:35])[C:32]([CH3:38])([CH3:37])[O:31]2)[C:8]=1[CH:21]=[O:22], predict the reactants needed to synthesize it. The reactants are: FC(F)(F)S(O[C:7]1[CH:12]=[C:11]([O:13][CH:14]2[CH2:19][CH2:18][CH2:17][CH2:16][O:15]2)[CH:10]=[C:9]([F:20])[C:8]=1[CH:21]=[O:22])(=O)=O.CC([O-])=O.[K+].[B:30]1([B:30]2[O:34][C:33]([CH3:36])([CH3:35])[C:32]([CH3:38])([CH3:37])[O:31]2)[O:34][C:33]([CH3:36])([CH3:35])[C:32]([CH3:38])([CH3:37])[O:31]1.